This data is from Reaction yield outcomes from USPTO patents with 853,638 reactions. The task is: Predict the reaction yield, written as a fraction of the theoretical maximum amount of product (1.0 means a 100% yield; for example, 0.34 means a 34% yield). (1) The yield is 0.580. The product is [ClH:38].[OH:33][C@@H:12]1[C@H:11]([OH:35])[C@@H:10]([CH2:9][OH:8])[NH:14][C@H:13]1[C:22]1[C:26]2[N:27]=[CH:28][NH:29][C:30](=[O:31])[C:25]=2[NH:24][CH:23]=1. The catalyst is CO. The reactants are [Si]([O:8][CH2:9][C@H:10]1[N:14](C(OC(C)(C)C)=O)[C@@H:13]([C:22]2[C:26]3[N:27]=[CH:28][N:29]=[C:30]([O:31]C)[C:25]=3[NH:24][CH:23]=2)[C@@H:12]2[O:33]C(C)(C)[O:35][C@H:11]12)(C(C)(C)C)(C)C.[ClH:38]. (2) The reactants are [C:1]1([CH3:28])[CH:6]=[C:5]([CH3:7])[CH:4]=[C:3]([CH3:8])[C:2]=1[S:9][C:10]1[C:11]2[NH:27][CH:26]=[CH:25][C:12]=2[N:13]=[C:14]([NH:16][C:17]2[CH:24]=[CH:23][C:20]([C:21]#[N:22])=[CH:19][CH:18]=2)[N:15]=1.C1C(=O)N([Br:36])C(=O)C1. The catalyst is C(Cl)Cl. The product is [Br:36][C:25]1[C:12]2[N:13]=[C:14]([NH:16][C:17]3[CH:24]=[CH:23][C:20]([C:21]#[N:22])=[CH:19][CH:18]=3)[N:15]=[C:10]([S:9][C:2]3[C:3]([CH3:8])=[CH:4][C:5]([CH3:7])=[CH:6][C:1]=3[CH3:28])[C:11]=2[NH:27][CH:26]=1. The yield is 0.230. (3) The reactants are C[O:2][C:3](=O)[C@H:4]([CH2:19][C:20]1[CH:25]=[CH:24][CH:23]=[CH:22][CH:21]=1)[N:5]=[C:6]([C:13]1[CH:18]=[CH:17][CH:16]=[CH:15][CH:14]=1)[C:7]1[CH:12]=[CH:11][CH:10]=[CH:9][CH:8]=1.Br[CH2:28][Cl:29].CCCCCC.C([Li])CCC.[Cl-].[NH4+]. The catalyst is O1CCCC1. The product is [Cl:29][CH2:28][C:3](=[O:2])[C@@H:4]([N:5]=[C:6]([C:13]1[CH:18]=[CH:17][CH:16]=[CH:15][CH:14]=1)[C:7]1[CH:12]=[CH:11][CH:10]=[CH:9][CH:8]=1)[CH2:19][C:20]1[CH:21]=[CH:22][CH:23]=[CH:24][CH:25]=1. The yield is 0.997. (4) The reactants are Cl[C:2]1[CH:7]=[CH:6][N:5]=[CH:4][C:3]=1[N+:8]([O-:10])=[O:9].[CH3:11][C@@H:12]1[CH2:17][NH:16][CH2:15][C@H:14]2[NH:18][C:19](=[O:21])[O:20][C@@H:13]12.N1CCCCC1.[C:28](O[C:28]([O:30][C:31]([CH3:34])([CH3:33])[CH3:32])=[O:29])([O:30][C:31]([CH3:34])([CH3:33])[CH3:32])=[O:29].CN(C1C=CC=CN=1)C. The catalyst is C(Cl)Cl. The product is [CH3:11][C@@H:12]1[CH2:17][N:16]([C:2]2[CH:7]=[CH:6][N:5]=[CH:4][C:3]=2[N+:8]([O-:10])=[O:9])[CH2:15][C@H:14]2[N:18]([C:28]([O:30][C:31]([CH3:34])([CH3:33])[CH3:32])=[O:29])[C:19](=[O:21])[O:20][C@@H:13]12. The yield is 0.620. (5) The reactants are Cl[C:2]1[N:7]=[C:6]([NH:8][CH2:9][C:10]2[CH:15]=[CH:14][C:13]([O:16][CH3:17])=[C:12]([O:18][CH:19]3[CH2:23][CH2:22][CH2:21][CH2:20]3)[CH:11]=2)[CH:5]=[N:4][CH:3]=1.B([C:27]1[CH:38]=[CH:37][C:30]([CH2:31][C@@H:32]([C:34]([OH:36])=[O:35])[NH2:33])=[CH:29][CH:28]=1)(O)O.C(=O)([O-])[O-].[Na+].[Na+]. The catalyst is Cl[Pd](Cl)([P](C1C=CC=CC=1)(C1C=CC=CC=1)C1C=CC=CC=1)[P](C1C=CC=CC=1)(C1C=CC=CC=1)C1C=CC=CC=1.C(#N)C. The product is [NH2:33][CH:32]([CH2:31][C:30]1[CH:37]=[CH:38][C:27]([C:2]2[CH:3]=[N:4][CH:5]=[C:6]([NH:8][CH2:9][C:10]3[CH:15]=[CH:14][C:13]([O:16][CH3:17])=[C:12]([O:18][CH:19]4[CH2:23][CH2:22][CH2:21][CH2:20]4)[CH:11]=3)[N:7]=2)=[CH:28][CH:29]=1)[C:34]([OH:36])=[O:35]. The yield is 0.0600. (6) The reactants are [CH3:1][C:2]1[CH:11]=[C:10]([NH:12][C:13]2[CH:14]=[C:15]([C:19]3[CH:24]=[CH:23][CH:22]=[C:21]([CH:25]=O)[CH:20]=3)[CH:16]=[CH:17][CH:18]=2)[C:9]2[C:4](=[CH:5][CH:6]=[CH:7][CH:8]=2)[N:3]=1.[CH2:27]1[C:36]2[C:31](=[CH:32][CH:33]=[CH:34][CH:35]=2)[CH2:30][CH2:29][NH:28]1.[BH-](OC(C)=O)(OC(C)=O)OC(C)=O.[Na+].CC(O)=O. The catalyst is ClC(Cl)C. The product is [CH2:27]1[C:36]2[C:31](=[CH:32][CH:33]=[CH:34][CH:35]=2)[CH2:30][CH2:29][N:28]1[CH2:25][C:21]1[CH:20]=[C:19]([C:15]2[CH:16]=[CH:17][CH:18]=[C:13]([NH:12][C:10]3[C:9]4[C:4](=[CH:5][CH:6]=[CH:7][CH:8]=4)[N:3]=[C:2]([CH3:1])[CH:11]=3)[CH:14]=2)[CH:24]=[CH:23][CH:22]=1. The yield is 0.550. (7) The reactants are [Si]([O:8][CH2:9][C@@H:10]1[C@@H:14]([O:15][Si:16]([CH:23]([CH3:25])[CH3:24])([CH:20]([CH3:22])[CH3:21])[CH:17]([CH3:19])[CH3:18])[CH2:13][C@H:12]([NH:26][C:27]2[C:32]([C:33]([C:35]3[S:36][CH:37]=[C:38]([CH2:40][CH2:41][C:42]4[CH:47]=[CH:46][CH:45]=[CH:44][CH:43]=4)[CH:39]=3)=[O:34])=[CH:31][N:30]=[CH:29][N:28]=2)[CH2:11]1)(C(C)(C)C)(C)C.Cl. The catalyst is CCO. The product is [OH:8][CH2:9][C@@H:10]1[C@@H:14]([O:15][Si:16]([CH:20]([CH3:21])[CH3:22])([CH:23]([CH3:24])[CH3:25])[CH:17]([CH3:19])[CH3:18])[CH2:13][C@H:12]([NH:26][C:27]2[C:32]([C:33]([C:35]3[S:36][CH:37]=[C:38]([CH2:40][CH2:41][C:42]4[CH:43]=[CH:44][CH:45]=[CH:46][CH:47]=4)[CH:39]=3)=[O:34])=[CH:31][N:30]=[CH:29][N:28]=2)[CH2:11]1. The yield is 1.00. (8) The reactants are [H-].[Na+].[CH:3]1([CH2:6][N:7]2[CH2:27][CH2:26][C@@:14]34[C:15]5[C:16]([OH:25])=[C:17]([C:22]([NH2:24])=[O:23])[CH:18]=[CH:19][C:20]=5[CH2:21][C@@H:8]2[C@:9]3([OH:29])[CH2:10][CH2:11][C:12](=O)[CH2:13]4)[CH2:5][CH2:4]1.Cl.[CH3:31]CCCCC. The catalyst is [Br-].C[P+](C1C=CC=CC=1)(C1C=CC=CC=1)C1C=CC=CC=1.CS(C)=O. The product is [CH:3]1([CH2:6][N:7]2[CH2:27][CH2:26][C@@:14]34[C:15]5[C:16]([OH:25])=[C:17]([C:22]([NH2:24])=[O:23])[CH:18]=[CH:19][C:20]=5[CH2:21][C@@H:8]2[C@:9]3([OH:29])[CH2:10][CH2:11][C:12](=[CH2:31])[CH2:13]4)[CH2:5][CH2:4]1. The yield is 0.300. (9) The reactants are [CH3:1][C:2]1[CH:11]=[CH:10][C:9]([NH:12][S:13]([C:16]2[CH:21]=[CH:20][CH:19]=[CH:18][C:17]=2[N+:22]([O-])=O)(=[O:15])=[O:14])=[C:8]2[C:3]=1[CH:4]=[CH:5][CH:6]=[N:7]2.[Sn](Cl)Cl. The catalyst is Cl. The product is [NH2:22][C:17]1[CH:18]=[CH:19][CH:20]=[CH:21][C:16]=1[S:13]([NH:12][C:9]1[CH:10]=[CH:11][C:2]([CH3:1])=[C:3]2[C:8]=1[N:7]=[CH:6][CH:5]=[CH:4]2)(=[O:15])=[O:14]. The yield is 0.580.